Dataset: Full USPTO retrosynthesis dataset with 1.9M reactions from patents (1976-2016). Task: Predict the reactants needed to synthesize the given product. (1) Given the product [C:21]([C:25]1[CH:26]=[CH:27][C:28]([NH:31][C:32]2[C:33]3[CH:42]=[CH:41][C:40]([C:43]4[CH:48]=[CH:47][CH:46]=[CH:45][C:44]=4[C:49]([F:52])([F:51])[F:50])=[N:39][C:34]=3[N:35]=[C:36]([Cl:38])[N:37]=2)=[CH:29][CH:30]=1)([CH3:24])([CH3:22])[CH3:23].[NH2:14][C:15]1[CH:20]=[CH:19][CH:18]=[CH:17][CH:16]=1, predict the reactants needed to synthesize it. The reactants are: C(N(C(C)C)CC)(C)C.C([NH:14][C:15]1[CH:20]=[CH:19][CH:18]=[CH:17][CH:16]=1)(C)(C)C.[C:21]([C:25]1[CH:30]=[CH:29][C:28]([NH:31][C:32]2[C:33]3[CH:42]=[CH:41][C:40]([C:43]4[CH:48]=[CH:47][CH:46]=[CH:45][C:44]=4[C:49]([F:52])([F:51])[F:50])=[N:39][C:34]=3[N:35]=[C:36]([Cl:38])[N:37]=2)=[CH:27][CH:26]=1)([CH3:24])([CH3:23])[CH3:22]. (2) Given the product [F:1][C:2]1[CH:3]=[CH:4][C:5]([CH:8]2[C:16]3[C:11](=[CH:12][C:13]([C:17]#[N:19])=[CH:14][CH:15]=3)[C:10](=[O:20])[O:9]2)=[CH:6][CH:7]=1, predict the reactants needed to synthesize it. The reactants are: [F:1][C:2]1[CH:7]=[CH:6][C:5]([CH:8]2[C:16]3[C:11](=[CH:12][C:13]([C:17]([NH2:19])=O)=[CH:14][CH:15]=3)[C:10](=[O:20])[O:9]2)=[CH:4][CH:3]=1. (3) Given the product [CH2:1]([N:8]1[C:13](=[O:14])[C:12]2[C:15]([C:61]3[CH:66]=[CH:65][CH:64]=[CH:63][CH:62]=3)=[C:16]([C:26]3[CH:31]=[CH:30][C:29]([O:32][CH:33]([F:35])[F:34])=[C:28]([O:36][CH2:37][CH:38]4[CH2:40][CH2:39]4)[CH:27]=3)[N:17]([CH2:18][O:19][CH2:20][CH2:21][Si:22]([CH3:25])([CH3:24])[CH3:23])[C:11]=2[CH:10]=[N:9]1)[C:2]1[CH:7]=[CH:6][CH:5]=[CH:4][CH:3]=1, predict the reactants needed to synthesize it. The reactants are: [CH2:1]([N:8]1[C:13](=[O:14])[C:12]2[C:15](I)=[C:16]([C:26]3[CH:31]=[CH:30][C:29]([O:32][CH:33]([F:35])[F:34])=[C:28]([O:36][CH2:37][CH:38]4[CH2:40][CH2:39]4)[CH:27]=3)[N:17]([CH2:18][O:19][CH2:20][CH2:21][Si:22]([CH3:25])([CH3:24])[CH3:23])[C:11]=2[CH:10]=[N:9]1)[C:2]1[CH:7]=[CH:6][CH:5]=[CH:4][CH:3]=1.BrC1N(COCC[Si](C)(C)C)C2C=NNC(=O)C=2C=1.[C:61]1(B(O)O)[CH:66]=[CH:65][CH:64]=[CH:63][CH:62]=1.C1(P(C2CCCCC2)C2C=CC=CC=2C2C(OC)=CC=CC=2OC)CCCCC1. (4) Given the product [NH2:9][CH2:8][C:7]1[CH:10]=[CH:11][C:4]([CH2:3][CH2:2][OH:1])=[CH:5][CH:6]=1, predict the reactants needed to synthesize it. The reactants are: [OH:1][CH2:2][CH2:3][C:4]1[CH:11]=[CH:10][C:7]([C:8]#[N:9])=[CH:6][CH:5]=1.Cl. (5) Given the product [CH:31]1([S:28]([C:25]2[CH:24]=[CH:23][C:22]([CH:13]([O:14][C:15]3[CH:16]=[CH:17][C:18]([F:21])=[CH:19][CH:20]=3)[C:12]([NH:11][C:8]3[S:9][CH:10]=[C:6]([CH2:5][C:4]([OH:35])=[O:3])[N:7]=3)=[O:34])=[CH:27][CH:26]=2)(=[O:30])=[O:29])[CH2:32][CH2:33]1, predict the reactants needed to synthesize it. The reactants are: C([O:3][C:4](=[O:35])[CH2:5][C:6]1[N:7]=[C:8]([NH:11][C:12](=[O:34])[CH:13]([C:22]2[CH:27]=[CH:26][C:25]([S:28]([CH:31]3[CH2:33][CH2:32]3)(=[O:30])=[O:29])=[CH:24][CH:23]=2)[O:14][C:15]2[CH:20]=[CH:19][C:18]([F:21])=[CH:17][CH:16]=2)[S:9][CH:10]=1)C.[Li+].[OH-].O.Cl. (6) Given the product [I:1][C:2]1[CH:10]=[CH:9][C:5]([C:6]([Cl:13])=[O:7])=[CH:4][CH:3]=1, predict the reactants needed to synthesize it. The reactants are: [I:1][C:2]1[CH:10]=[CH:9][C:5]([C:6](O)=[O:7])=[CH:4][CH:3]=1.S(Cl)([Cl:13])=O. (7) Given the product [CH3:17][N:16]([CH3:18])[S:13]([NH:12][C:8]1[CH:7]=[C:6]([CH:11]=[CH:10][CH:9]=1)[O:5][C:4]1[CH:19]=[C:20]([F:32])[CH:21]=[C:22]([NH:23][C:24]2[CH:29]=[CH:28][C:27]([I:30])=[CH:26][C:25]=2[F:31])[C:3]=1[C:1]([NH2:2])=[O:33])(=[O:14])=[O:15], predict the reactants needed to synthesize it. The reactants are: [C:1]([C:3]1[C:22]([NH:23][C:24]2[CH:29]=[CH:28][C:27]([I:30])=[CH:26][C:25]=2[F:31])=[CH:21][C:20]([F:32])=[CH:19][C:4]=1[O:5][C:6]1[CH:7]=[C:8]([NH:12][S:13]([N:16]([CH3:18])[CH3:17])(=[O:15])=[O:14])[CH:9]=[CH:10][CH:11]=1)#[N:2].[OH-:33].[Na+].OO.